Predict the reaction yield, written as a fraction of the theoretical maximum amount of product (1.0 means a 100% yield; for example, 0.34 means a 34% yield). From a dataset of Reaction yield outcomes from USPTO patents with 853,638 reactions. (1) The reactants are [F:1][C:2]1[CH:10]=[C:9]2[C:5]([C:6]([C:20]3[CH:21]=[N:22][NH:23][CH:24]=3)=[CH:7][N:8]2[S:11]([C:14]2[CH:19]=[CH:18][CH:17]=[CH:16][CH:15]=2)(=[O:13])=[O:12])=[CH:4][CH:3]=1.Br[CH2:26][CH2:27][C:28]([NH2:30])=[O:29].C([O-])([O-])=O.[K+].[K+]. The catalyst is CC#N.CN(C=O)C. The product is [F:1][C:2]1[CH:10]=[C:9]2[C:5]([C:6]([C:20]3[CH:24]=[N:23][N:22]([CH2:26][CH2:27][C:28]([NH2:30])=[O:29])[CH:21]=3)=[CH:7][N:8]2[S:11]([C:14]2[CH:15]=[CH:16][CH:17]=[CH:18][CH:19]=2)(=[O:12])=[O:13])=[CH:4][CH:3]=1. The yield is 1.00. (2) The reactants are [CH3:1][O:2][C:3]([C@H:5]1[CH2:10][CH2:9][C@H:8]([C:11](O)=[O:12])[CH2:7][CH2:6]1)=[O:4].CO. The catalyst is O1CCCC1. The product is [CH3:1][O:2][C:3]([C@H:5]1[CH2:10][CH2:9][C@H:8]([CH2:11][OH:12])[CH2:7][CH2:6]1)=[O:4]. The yield is 0.946. (3) The reactants are P(Cl)(Cl)([Cl:3])=O.[CH2:6]([O:8][C:9]([C:11]1[C:16](O)=[C:15]([CH3:18])[C:14](=[O:19])[N:13]([CH3:20])[C:12]=1[CH3:21])=[O:10])[CH3:7]. No catalyst specified. The product is [CH2:6]([O:8][C:9]([C:11]1[C:16]([Cl:3])=[C:15]([CH3:18])[C:14](=[O:19])[N:13]([CH3:20])[C:12]=1[CH3:21])=[O:10])[CH3:7]. The yield is 0.890. (4) The reactants are Br[C:2]1[CH:7]=[CH:6][C:5]([O:8][CH2:9][O:10][CH3:11])=[CH:4][N:3]=1.[CH2:12]([O:14][C:15]1[CH:20]=[CH:19][C:18]([C:21]#[CH:22])=[CH:17][CH:16]=1)[CH3:13].C1COCC1.C(N(CC)CC)C. The catalyst is C(OCC)(=O)C.[Cu]I.Cl[Pd](Cl)([P](C1C=CC=CC=1)(C1C=CC=CC=1)C1C=CC=CC=1)[P](C1C=CC=CC=1)(C1C=CC=CC=1)C1C=CC=CC=1. The product is [CH2:12]([O:14][C:15]1[CH:20]=[CH:19][C:18]([C:21]#[C:22][C:2]2[CH:7]=[CH:6][C:5]([O:8][CH2:9][O:10][CH3:11])=[CH:4][N:3]=2)=[CH:17][CH:16]=1)[CH3:13]. The yield is 0.980. (5) The reactants are [NH2:1][C:2]1[CH:3]=[C:4]([NH:14][C:15](=[O:17])[CH3:16])[CH:5]=[C:6]([C:8]2[CH:13]=[CH:12][CH:11]=[CH:10][CH:9]=2)[CH:7]=1.[Br:18][C:19]1[CH:24]=[CH:23][C:22](F)=[C:21]([N+:26]([O-:28])=[O:27])[CH:20]=1.[F-].[K+]. The catalyst is CN(C=O)C. The product is [Br:18][C:19]1[CH:24]=[CH:23][C:22]([NH:1][C:2]2[CH:3]=[C:4]([NH:14][C:15](=[O:17])[CH3:16])[CH:5]=[C:6]([C:8]3[CH:13]=[CH:12][CH:11]=[CH:10][CH:9]=3)[CH:7]=2)=[C:21]([N+:26]([O-:28])=[O:27])[CH:20]=1. The yield is 0.520. (6) The reactants are C(N(CC)CC)C.[S:8](Cl)([CH3:11])(=[O:10])=[O:9].[CH2:13]([N:17]1[C:25]([N:26]2[CH2:31][CH2:30][NH:29][CH2:28][CH2:27]2)=[N:24][C:23]2[C:18]1=[N:19][C:20]([C:38]1[CH:39]=[N:40][C:41]([NH2:44])=[N:42][CH:43]=1)=[N:21][C:22]=2[N:32]1[CH2:37][CH2:36][O:35][CH2:34][CH2:33]1)[CH:14]([CH3:16])[CH3:15]. The catalyst is CN1C(=O)CCC1. The product is [CH2:13]([N:17]1[C:25]([N:26]2[CH2:31][CH2:30][N:29]([S:8]([CH3:11])(=[O:10])=[O:9])[CH2:28][CH2:27]2)=[N:24][C:23]2[C:18]1=[N:19][C:20]([C:38]1[CH:43]=[N:42][C:41]([NH2:44])=[N:40][CH:39]=1)=[N:21][C:22]=2[N:32]1[CH2:37][CH2:36][O:35][CH2:34][CH2:33]1)[CH:14]([CH3:16])[CH3:15]. The yield is 0.510. (7) The reactants are [NH2:1][C:2]1[CH:7]=[CH:6][CH:5]=[CH:4][C:3]=1[S:8]([NH2:11])(=[O:10])=[O:9].[O:12]1[CH:16]=[CH:15][CH:14]=[C:13]1[C:17]1[CH:22]=[CH:21][C:20](/[CH:23]=[CH:24]/[S:25](Cl)(=[O:27])=[O:26])=[CH:19][CH:18]=1. The catalyst is N1C=CC=CC=1. The product is [O:12]1[CH:16]=[CH:15][CH:14]=[C:13]1[C:17]1[CH:18]=[CH:19][C:20](/[CH:23]=[CH:24]/[S:25]([NH:1][C:2]2[CH:7]=[CH:6][CH:5]=[CH:4][C:3]=2[S:8]([NH2:11])(=[O:9])=[O:10])(=[O:27])=[O:26])=[CH:21][CH:22]=1. The yield is 0.980. (8) The reactants are [CH2:1]([O:3][C:4]1[N:8]([C:9]2[C:17]3[O:16][CH2:15][C@@H:14]([NH:18][C:19]4[CH:31]=[CH:30][C:22]5[C@H:23]([CH2:26][C:27]([OH:29])=[O:28])[CH2:24][O:25][C:21]=5[CH:20]=4)[C:13]=3[CH:12]=[CH:11][CH:10]=2)[C:7]2[CH:32]=[C:33]([F:37])[CH:34]=[C:35]([F:36])[C:6]=2[N:5]=1)[CH3:2].[OH-].[Na+:39]. The product is [CH2:1]([O:3][C:4]1[N:8]([C:9]2[C:17]3[O:16][CH2:15][C@@H:14]([NH:18][C:19]4[CH:31]=[CH:30][C:22]5[C@H:23]([CH2:26][C:27]([O-:29])=[O:28])[CH2:24][O:25][C:21]=5[CH:20]=4)[C:13]=3[CH:12]=[CH:11][CH:10]=2)[C:7]2[CH:32]=[C:33]([F:37])[CH:34]=[C:35]([F:36])[C:6]=2[N:5]=1)[CH3:2].[Na+:39]. The yield is 0.690. The catalyst is O1CCCC1.C(#N)C.